Dataset: Full USPTO retrosynthesis dataset with 1.9M reactions from patents (1976-2016). Task: Predict the reactants needed to synthesize the given product. (1) Given the product [CH3:9][O:8][C:5]1[N:4]=[CH:3][C:2]([C:10]#[N:11])=[CH:7][N:6]=1, predict the reactants needed to synthesize it. The reactants are: Br[C:2]1[CH:3]=[N:4][C:5]([O:8][CH3:9])=[N:6][CH:7]=1.[CH3:10][N:11](C=O)C. (2) Given the product [O:24]1[C:33]2[CH:32]=[C:31]([CH2:34][NH:35][CH:7]3[CH2:6][CH2:5][N:4]([CH2:9][CH2:10][N:11]4[C:20]5[C:15](=[CH:16][CH:17]=[C:18]([O:21][CH3:22])[CH:19]=5)[N:14]=[CH:13][C:12]4=[O:23])[CH2:3][CH:2]3[F:1])[N:30]=[CH:29][C:28]=2[O:27][CH2:26][CH2:25]1, predict the reactants needed to synthesize it. The reactants are: [F:1][CH:2]1[C:7](=O)[CH2:6][CH2:5][N:4]([CH2:9][CH2:10][N:11]2[C:20]3[C:15](=[CH:16][CH:17]=[C:18]([O:21][CH3:22])[CH:19]=3)[N:14]=[CH:13][C:12]2=[O:23])[CH2:3]1.[O:24]1[C:33]2[CH:32]=[C:31]([CH2:34][NH2:35])[N:30]=[CH:29][C:28]=2[O:27][CH2:26][CH2:25]1.C(O[BH-](OC(=O)C)OC(=O)C)(=O)C.[Na+].C(=O)([O-])O.[Na+]. (3) Given the product [Cl:1][C:2]1[CH:3]=[C:4]([NH:8][C:9]2[CH:10]=[CH:11][C:12]3[N:13]([C:15]([C@H:18]([NH:20][C:21]([C:30]4[C:29]([NH2:28])=[N:34][CH:33]=[CH:32][N:31]=4)=[O:22])[CH3:19])=[N:16][N:17]=3)[N:14]=2)[CH:5]=[CH:6][CH:7]=1, predict the reactants needed to synthesize it. The reactants are: [Cl:1][C:2]1[CH:3]=[C:4]([NH:8][C:9]2[CH:10]=[CH:11][C:12]3[N:13]([C:15]([C@H:18]([NH:20][C:21](=O)[O:22]C(C)(C)C)[CH3:19])=[N:16][N:17]=3)[N:14]=2)[CH:5]=[CH:6][CH:7]=1.[NH2:28][C:29]1[C:30](C(O)=O)=[N:31][CH:32]=[CH:33][N:34]=1.CN(C(ON1N=NC2C=CC=CC1=2)=[N+](C)C)C.F[P-](F)(F)(F)(F)F.CCN(C(C)C)C(C)C. (4) Given the product [CH3:3][CH:2]([N:4]1[CH2:5][CH2:6][CH:7]([O:10][C:11]2[CH:16]=[CH:15][C:14]([CH:17]3[CH2:22][CH2:21][NH:20][CH2:19][CH2:18]3)=[CH:13][CH:12]=2)[CH2:8][CH2:9]1)[CH3:1], predict the reactants needed to synthesize it. The reactants are: [CH3:1][CH:2]([N:4]1[CH2:9][CH2:8][CH:7]([O:10][C:11]2[CH:16]=[CH:15][C:14]([CH:17]3[CH2:22][CH2:21][N:20](C(OCC4C=CC=CC=4)=O)[CH2:19][CH2:18]3)=[CH:13][CH:12]=2)[CH2:6][CH2:5]1)[CH3:3]. (5) Given the product [I:19][C:2]1[C:11]([C:12]2[CH:17]=[CH:16][CH:15]=[CH:14][CH:13]=2)=[N:10][C:9]2[C:4](=[CH:5][CH:6]=[CH:7][CH:8]=2)[N:3]=1, predict the reactants needed to synthesize it. The reactants are: Cl[C:2]1[C:11]([C:12]2[CH:17]=[CH:16][CH:15]=[CH:14][CH:13]=2)=[N:10][C:9]2[C:4](=[CH:5][CH:6]=[CH:7][CH:8]=2)[N:3]=1.Cl.[I-:19].[Na+].C(#N)C. (6) The reactants are: [Cl-].[Li+].[CH2:17]([Sn:8]([CH2:9][CH2:10][CH2:11][CH3:12])([CH2:13][CH2:14][CH2:15][CH3:16])[Sn:8]([CH2:17][CH2:18][CH2:19][CH3:20])([CH2:13][CH2:14][CH2:15][CH3:16])[CH2:9][CH2:10][CH2:11][CH3:12])[CH2:18][CH2:19][CH3:20].Cl[C:30]1[CH:35]=[C:34]([N:36]2[CH2:41][CH2:40][O:39][CH2:38][CH2:37]2)[CH:33]=[C:32]([O:42][CH2:43][C:44]2[CH:49]=[CH:48][C:47]([O:50][CH3:51])=[CH:46][CH:45]=2)[N:31]=1. Given the product [CH3:51][O:50][C:47]1[CH:46]=[CH:45][C:44]([CH2:43][O:42][C:32]2[CH:33]=[C:34]([N:36]3[CH2:37][CH2:38][O:39][CH2:40][CH2:41]3)[CH:35]=[C:30]([Sn:8]([CH2:9][CH2:10][CH2:11][CH3:12])([CH2:13][CH2:14][CH2:15][CH3:16])[CH2:17][CH2:18][CH2:19][CH3:20])[N:31]=2)=[CH:49][CH:48]=1, predict the reactants needed to synthesize it. (7) Given the product [CH2:36]([NH:33][C:34]([NH:22][C:20]1[N:21]=[C:9]2[CH:8]=[C:7]([C:3]3[CH:2]=[N:1][CH:6]=[CH:5][CH:4]=3)[CH:12]=[C:11]([C:13]3[N:18]=[CH:17][CH:16]=[CH:15][N:14]=3)[N:10]2[N:19]=1)=[O:35])[CH3:37], predict the reactants needed to synthesize it. The reactants are: [N:1]1[CH:6]=[CH:5][CH:4]=[C:3]([C:7]2[CH:12]=[C:11]([C:13]3[N:18]=[CH:17][CH:16]=[CH:15][N:14]=3)[N:10]3[N:19]=[C:20]([NH2:22])[N:21]=[C:9]3[CH:8]=2)[CH:2]=1.S([N:33]=[C:34]=[O:35])(C1C=CC(C)=CC=1)(=O)=O.[CH2:36](N)[CH3:37].